This data is from Full USPTO retrosynthesis dataset with 1.9M reactions from patents (1976-2016). The task is: Predict the reactants needed to synthesize the given product. (1) The reactants are: I[C:2]1[C:7]([O:8][C:9]2[C:18]3[C:13](=[CH:14][C:15]([O:21][CH3:22])=[C:16]([O:19][CH3:20])[CH:17]=3)[N:12]=[CH:11][CH:10]=2)=[CH:6][CH:5]=[C:4]([CH3:23])[N:3]=1.[CH3:24][O:25][C:26]1[CH:31]=[CH:30][C:29](B(O)O)=[CH:28][CH:27]=1.C(=O)([O-])O.[Na+]. Given the product [CH3:20][O:19][C:16]1[CH:17]=[C:18]2[C:13](=[CH:14][C:15]=1[O:21][CH3:22])[N:12]=[CH:11][CH:10]=[C:9]2[O:8][C:7]1[C:2]([C:29]2[CH:30]=[CH:31][C:26]([O:25][CH3:24])=[CH:27][CH:28]=2)=[N:3][C:4]([CH3:23])=[CH:5][CH:6]=1, predict the reactants needed to synthesize it. (2) Given the product [CH:26]1([CH2:25][C@H:21]([NH:20][C:18](=[O:19])[O:17][C:13]([CH3:14])([CH3:15])[CH3:16])[C:22]([N:3]([O:4][CH3:6])[CH3:2])=[O:24])[CH2:31][CH2:30][CH2:29][CH2:28][CH2:27]1, predict the reactants needed to synthesize it. The reactants are: Cl.[CH3:2][N:3](C)[OH:4].[CH2:6](N(CC)CC)C.[C:13]([O:17][C:18]([NH:20][C@@H:21]([CH2:25][CH:26]1[CH2:31][CH2:30][CH2:29][CH2:28][CH2:27]1)[C:22]([OH:24])=O)=[O:19])([CH3:16])([CH3:15])[CH3:14].C(OC(Cl)=O)C(C)C.CN1CCOCC1.CN(C)O. (3) Given the product [CH3:1][C:2]1[CH:7]=[CH:6][CH:5]=[C:4]([CH3:8])[C:3]=1[N:9]1[C:10]2[C:15](=[CH:14][CH:13]=[CH:12][CH:11]=2)[CH:16]([C:28]([OH:30])=[O:29])[C:17]2[CH:18]=[CH:19][CH:20]=[CH:21][C:22]1=2, predict the reactants needed to synthesize it. The reactants are: [CH3:1][C:2]1[CH:7]=[CH:6][CH:5]=[C:4]([CH3:8])[C:3]=1[N:9]1[C:22]2[C:17](=[CH:18][CH:19]=[CH:20][CH:21]=2)[CH2:16][C:15]2[CH:14]=[CH:13][CH:12]=[CH:11][C:10]1=2.[Li]CCCC.[C:28](=[O:30])=[O:29]. (4) Given the product [CH2:26]([NH:25][C:23]1[N:22]=[CH:21][N:20]([C:1]([C:14]2[CH:19]=[CH:18][CH:17]=[CH:16][CH:15]=2)([C:8]2[CH:9]=[CH:10][CH:11]=[CH:12][CH:13]=2)[C:2]2[CH:7]=[CH:6][CH:5]=[CH:4][CH:3]=2)[CH:24]=1)[C:27]1[CH:28]=[CH:29][CH:30]=[CH:31][CH:32]=1, predict the reactants needed to synthesize it. The reactants are: [C:1]([N:20]1[CH:24]=[C:23]([NH:25][C:26](=O)[C:27]2[CH:32]=[CH:31][CH:30]=[CH:29][CH:28]=2)[N:22]=[CH:21]1)([C:14]1[CH:19]=[CH:18][CH:17]=[CH:16][CH:15]=1)([C:8]1[CH:13]=[CH:12][CH:11]=[CH:10][CH:9]=1)[C:2]1[CH:7]=[CH:6][CH:5]=[CH:4][CH:3]=1.[H-].[Al+3].[Li+].[H-].[H-].[H-].O. (5) Given the product [NH2:4][C:3]1[CH:5]=[CH:6][C:7]([Cl:9])=[CH:8][C:2]=1/[CH:15]=[CH:14]/[C:13]([O:17][CH2:18][CH3:19])=[O:16], predict the reactants needed to synthesize it. The reactants are: Br[C:2]1[CH:8]=[C:7]([Cl:9])[CH:6]=[CH:5][C:3]=1[NH2:4].CC#N.[C:13]([O:17][CH2:18][CH3:19])(=[O:16])[CH:14]=[CH2:15].C1(C)C=CC=CC=1P(C1C=CC=CC=1C)C1C=CC=CC=1C.